From a dataset of NCI-60 drug combinations with 297,098 pairs across 59 cell lines. Regression. Given two drug SMILES strings and cell line genomic features, predict the synergy score measuring deviation from expected non-interaction effect. (1) Drug 1: C1C(C(OC1N2C=NC3=C(N=C(N=C32)Cl)N)CO)O. Drug 2: C(=O)(N)NO. Cell line: NCI/ADR-RES. Synergy scores: CSS=38.8, Synergy_ZIP=1.20, Synergy_Bliss=0.00204, Synergy_Loewe=-18.0, Synergy_HSA=-0.266. (2) Drug 1: COC1=NC(=NC2=C1N=CN2C3C(C(C(O3)CO)O)O)N. Drug 2: C1CN1C2=NC(=NC(=N2)N3CC3)N4CC4. Cell line: SK-OV-3. Synergy scores: CSS=18.5, Synergy_ZIP=5.33, Synergy_Bliss=6.17, Synergy_Loewe=-21.9, Synergy_HSA=1.95. (3) Drug 1: CC1=C(C=C(C=C1)NC(=O)C2=CC=C(C=C2)CN3CCN(CC3)C)NC4=NC=CC(=N4)C5=CN=CC=C5. Drug 2: C1=NC2=C(N=C(N=C2N1C3C(C(C(O3)CO)O)F)Cl)N. Cell line: UO-31. Synergy scores: CSS=2.22, Synergy_ZIP=-0.775, Synergy_Bliss=-0.383, Synergy_Loewe=-7.31, Synergy_HSA=-2.85. (4) Drug 1: CC1=C(C=C(C=C1)C(=O)NC2=CC(=CC(=C2)C(F)(F)F)N3C=C(N=C3)C)NC4=NC=CC(=N4)C5=CN=CC=C5. Drug 2: COC1=C2C(=CC3=C1OC=C3)C=CC(=O)O2. Cell line: 786-0. Synergy scores: CSS=2.72, Synergy_ZIP=-0.0733, Synergy_Bliss=1.57, Synergy_Loewe=0.617, Synergy_HSA=0.772. (5) Drug 2: C1C(C(OC1N2C=NC3=C2NC=NCC3O)CO)O. Synergy scores: CSS=7.73, Synergy_ZIP=-1.55, Synergy_Bliss=2.71, Synergy_Loewe=4.07, Synergy_HSA=3.49. Drug 1: C(=O)(N)NO. Cell line: OVCAR-5.